From a dataset of Drug-target binding data from BindingDB using Kd measurements. Regression. Given a target protein amino acid sequence and a drug SMILES string, predict the binding affinity score between them. We predict pKd (pKd = -log10(Kd in M); higher means stronger binding). Dataset: bindingdb_kd. The compound is CC(C)[C@H](NC(=O)[C@H](Cc1ccc(O)cc1)NC(=O)[C@H](Cc1ccc(O)cc1)NC(=O)[C@@H](N)CC(=O)O)C(=O)N[C@@H](Cc1ccc(O)cc1)C(=O)N[C@@H](Cc1ccc(O)cc1)C(=O)N[C@@H](CCCNC(=N)N)C(=O)O. The target protein (P16610) has sequence MGTRAIVSDANILSGLESNATGVTAFSMPGWQLALWATAYLALVLVAVTGNATVIWIILAHERMRTVTNYFIINLALADLCMAAFNATFNFIYASHNIWYFGRAFCYFQNLFPITAMFVSIYSMTAIAADRYMAIVHPFQPRLSAPSTKAIIAGIWLVALALASPQCFYSTITVDEGATKCVVAWPNDNGGKMLLLYHLVVFVLIYFLPLLVMFGAYSVIGLTLWKRAVPRHQAHGANLRHLQAKKKFVKAMVLVVLTFAICWLPYHLYFILGTFQEDIYYHKFIQQVYLALFWLAMSSTMYNPIIYCCLNHRFRSGFRLAFRCCPWVTPTEEDRLELTHTPSLSRRVNRCHTKETLFMTGDMTHSEATNGQVGSPQDGEPAGPICKAQA. The pKd is 5.0.